This data is from Reaction yield outcomes from USPTO patents with 853,638 reactions. The task is: Predict the reaction yield, written as a fraction of the theoretical maximum amount of product (1.0 means a 100% yield; for example, 0.34 means a 34% yield). (1) The reactants are [C:1]1([C@@H:7]2[CH2:9][C@H:8]2[C:10]([OH:12])=O)[CH:6]=[CH:5][CH:4]=[CH:3][CH:2]=1.O=C1N(P(Cl)(N2CCOC2=O)=O)CCO1.C(N(CC)CC)C.[Br:35][C:36]1[C:37]([F:46])=[C:38]2[C:44]([NH2:45])=[CH:43][NH:42][C:39]2=[N:40][CH:41]=1.C([O-])([O-])=O.[Na+].[Na+]. The catalyst is C(Cl)Cl. The product is [Br:35][C:36]1[C:37]([F:46])=[C:38]2[C:44]([NH:45][C:10]([C@@H:8]3[CH2:9][C@H:7]3[C:1]3[CH:2]=[CH:3][CH:4]=[CH:5][CH:6]=3)=[O:12])=[CH:43][NH:42][C:39]2=[N:40][CH:41]=1. The yield is 0.618. (2) The reactants are [NH2:1][C:2]1[NH:6][N:5]=[C:4]([NH:7][C:8]2[CH:13]=[C:12]([C:14]([F:17])([F:16])[F:15])[C:11]([CH2:18][C:19]#[N:20])=[C:10]([Cl:21])[CH:9]=2)[N:3]=1.[N-:22]=[N+:23]=[N-:24].[Na+].[Cl-].[NH4+]. The catalyst is CN(C)C=O. The product is [NH:22]1[C:19]([CH2:18][C:11]2[C:12]([C:14]([F:15])([F:16])[F:17])=[CH:13][C:8]([NH:7][C:4]3[N:3]=[C:2]([NH2:1])[NH:6][N:5]=3)=[CH:9][C:10]=2[Cl:21])=[N:20][N:24]=[N:23]1. The yield is 0.440. (3) The reactants are [F:1][C:2]([F:35])([F:34])[C:3]1[CH:8]=[CH:7][C:6]([C@:9]23[CH2:14][C@H:13]2[CH2:12][N:11]([CH2:15][CH2:16][CH2:17][N:18]2[CH:23]=[C:22]([C:24]4[C:25]([CH3:31])=[N:26][N:27]([CH3:30])[C:28]=4[CH3:29])[C:21](=[O:32])[NH:20][C:19]2=[O:33])[CH2:10]3)=[CH:5][CH:4]=1.[ClH:36].CO. The catalyst is C(OCC)C. The product is [ClH:36].[ClH:36].[F:35][C:2]([F:1])([F:34])[C:3]1[CH:4]=[CH:5][C:6]([C@:9]23[CH2:14][C@H:13]2[CH2:12][N:11]([CH2:15][CH2:16][CH2:17][N:18]2[CH:23]=[C:22]([C:24]4[C:25]([CH3:31])=[N:26][N:27]([CH3:30])[C:28]=4[CH3:29])[C:21](=[O:32])[NH:20][C:19]2=[O:33])[CH2:10]3)=[CH:7][CH:8]=1. The yield is 0.724. (4) The reactants are Cl[CH2:2][CH2:3][CH2:4][N:5]1[C:14]2[C:9](=[CH:10][CH:11]=[CH:12][CH:13]=2)[CH2:8][CH2:7][C:6]1=[O:15].[CH2:16]([O:19][CH:20]1[CH2:25][CH2:24][NH:23][CH2:22][CH2:21]1)[CH2:17][CH3:18].C(=O)([O-])[O-].[K+].[K+].[I-].[Na+]. The product is [CH2:16]([O:19][CH:20]1[CH2:25][CH2:24][N:23]([CH2:2][CH2:3][CH2:4][N:5]2[C:14]3[C:9](=[CH:10][CH:11]=[CH:12][CH:13]=3)[CH2:8][CH2:7][C:6]2=[O:15])[CH2:22][CH2:21]1)[CH2:17][CH3:18]. The catalyst is CC#N. The yield is 0.0300. (5) The reactants are [CH3:1][O:2][C:3]1[CH:4]=[C:5]2[C:9](=[CH:10][CH:11]=1)[C:8](=O)[CH2:7][CH2:6]2.[CH3:13][O:14][C:15](=[O:19])[CH:16](Br)[CH3:17]. The catalyst is C1COCC1.[Zn]. The yield is 0.520. The product is [CH3:1][O:2][C:3]1[CH:4]=[C:5]2[C:9]([C:8]([CH:16]([CH3:17])[C:15]([O:14][CH3:13])=[O:19])=[CH:7][CH2:6]2)=[CH:10][CH:11]=1.